Dataset: Catalyst prediction with 721,799 reactions and 888 catalyst types from USPTO. Task: Predict which catalyst facilitates the given reaction. (1) Reactant: [NH2:1][C:2]1[S:6][CH:5]=[C:4]([C:7]([O:9][CH3:10])=[O:8])[C:3]=1[CH3:11].[C:12](O)(=O)[CH3:13].[O:16]1[CH2:21][CH2:20][C:19](=O)[CH2:18][CH2:17]1.[BH-](OC(C)=O)(OC(C)=O)OC(C)=O.[Na+].C(=O)C. Product: [CH2:12]([N:1]([CH:19]1[CH2:20][CH2:21][O:16][CH2:17][CH2:18]1)[C:2]1[S:6][CH:5]=[C:4]([C:7]([O:9][CH3:10])=[O:8])[C:3]=1[CH3:11])[CH3:13]. The catalyst class is: 26. (2) Reactant: Br[C:2]1[CH:7]=[C:6]([F:8])[C:5]([Cl:9])=[CH:4][C:3]=1[F:10].C([Mg]Cl)(C)C.C(O[B:20]1[O:24][C:23]([CH3:26])([CH3:25])[C:22]([CH3:28])([CH3:27])[O:21]1)(C)C.C(OCC)C. Product: [Cl:9][C:5]1[C:6]([F:8])=[CH:7][C:2]([B:20]2[O:24][C:23]([CH3:26])([CH3:25])[C:22]([CH3:28])([CH3:27])[O:21]2)=[C:3]([F:10])[CH:4]=1. The catalyst class is: 7. (3) Reactant: [NH:1]1[CH:5]=[C:4]([C:6]([N:8]2[CH2:27][CH2:26][C:11]3[N:12]=[C:13]([NH:16][CH:17]4[CH2:25][C:24]5[C:19](=[CH:20][CH:21]=[CH:22][CH:23]=5)[CH2:18]4)[N:14]=[CH:15][C:10]=3[CH2:9]2)=[O:7])[N:3]=[CH:2]1.C(=O)([O-])[O-].[Cs+].[Cs+].[Br-].Br[CH2:36][CH2:37][NH+:38]1[CH:42]=[CH:41][N:40]=[CH:39]1. Product: [N:38]1([CH2:37][CH2:36][N:1]2[CH:5]=[C:4]([C:6]([N:8]3[CH2:27][CH2:26][C:11]4[N:12]=[C:13]([NH:16][CH:17]5[CH2:25][C:24]6[C:19](=[CH:20][CH:21]=[CH:22][CH:23]=6)[CH2:18]5)[N:14]=[CH:15][C:10]=4[CH2:9]3)=[O:7])[N:3]=[CH:2]2)[CH:42]=[CH:41][N:40]=[CH:39]1. The catalyst class is: 9. (4) Reactant: [NH2:1][NH2:2].[F:3][CH:4]([C:7](=O)[C:8]([CH3:11])([CH3:10])[CH3:9])[C:5]#[N:6]. Product: [C:8]([C:7]1[C:4]([F:3])=[C:5]([NH2:6])[NH:2][N:1]=1)([CH3:11])([CH3:10])[CH3:9]. The catalyst class is: 8. (5) Reactant: C1C(=O)N([Br:8])C(=O)C1.[C:9]([C:13]1[CH:19]=[CH:18][CH:17]=[CH:16][C:14]=1[NH2:15])([CH3:12])([CH3:11])[CH3:10].O. Product: [Br:8][C:18]1[CH:17]=[CH:16][C:14]([NH2:15])=[C:13]([C:9]([CH3:12])([CH3:10])[CH3:11])[CH:19]=1. The catalyst class is: 3.